From a dataset of Forward reaction prediction with 1.9M reactions from USPTO patents (1976-2016). Predict the product of the given reaction. (1) Given the reactants [F:1][C:2]1[CH:7]=[CH:6][C:5]([CH2:8][C:9]2[C:10]([N:16]3[CH2:22][C:21]4[CH:23]=[C:24]([C:27]5[CH:35]=[CH:34][C:30]([C:31]([Cl:33])=[O:32])=[CH:29][CH:28]=5)[CH:25]=[CH:26][C:20]=4[O:19][CH2:18][CH2:17]3)=[N:11][CH:12]=[N:13][C:14]=2[CH3:15])=[CH:4][CH:3]=1.[CH3:36][NH2:37], predict the reaction product. The product is: [ClH:33].[F:1][C:2]1[CH:7]=[CH:6][C:5]([CH2:8][C:9]2[C:10]([N:16]3[CH2:22][C:21]4[CH:23]=[C:24]([C:27]5[CH:35]=[CH:34][C:30]([C:31]([NH:37][CH3:36])=[O:32])=[CH:29][CH:28]=5)[CH:25]=[CH:26][C:20]=4[O:19][CH2:18][CH2:17]3)=[N:11][CH:12]=[N:13][C:14]=2[CH3:15])=[CH:4][CH:3]=1. (2) Given the reactants [N+:1]([C:4]1[CH:5]=[C:6]([NH:10][C:11]2[N:18]=[CH:17][CH:16]=[CH:15][C:12]=2[CH:13]=O)[CH:7]=[CH:8][CH:9]=1)([O-:3])=[O:2].[N:19]1[CH:24]=[CH:23][C:22]([CH2:25][CH2:26][CH2:27][CH2:28][CH2:29][CH2:30][C:31](OC)=[O:32])=[CH:21][CH:20]=1.[Li+].CC([N-]C(C)C)C, predict the reaction product. The product is: [N+:1]([C:4]1[CH:5]=[C:6]([N:10]2[C:11]3[C:12](=[CH:15][CH:16]=[CH:17][N:18]=3)[CH:13]=[C:30]([CH2:29][CH2:28][CH2:27][CH2:26][CH2:25][C:22]3[CH:21]=[CH:20][N:19]=[CH:24][CH:23]=3)[C:31]2=[O:32])[CH:7]=[CH:8][CH:9]=1)([O-:3])=[O:2]. (3) Given the reactants [F:1][C:2]([F:16])([F:15])[C:3]1[CH:14]=[CH:13][C:6]([CH2:7][CH:8]([C:11]#[N:12])[C:9]#[N:10])=[CH:5][CH:4]=1.[CH:17]([CH:19]=[CH2:20])=[O:18], predict the reaction product. The product is: [CH:17]([CH2:19][CH2:20][C:8]([CH2:7][C:6]1[CH:5]=[CH:4][C:3]([C:2]([F:15])([F:16])[F:1])=[CH:14][CH:13]=1)([C:11]#[N:12])[C:9]#[N:10])=[O:18].